This data is from Peptide-MHC class II binding affinity with 134,281 pairs from IEDB. The task is: Regression. Given a peptide amino acid sequence and an MHC pseudo amino acid sequence, predict their binding affinity value. This is MHC class II binding data. (1) The peptide sequence is FQPQNGQFIHFYREP. The MHC is H-2-IAb with pseudo-sequence H-2-IAb. The binding affinity (normalized) is 0. (2) The peptide sequence is GEVQIVDKIDAAFKI. The MHC is DRB5_0101 with pseudo-sequence DRB5_0101. The binding affinity (normalized) is 0.734. (3) The peptide sequence is KFIPALEAAVKQAYA. The MHC is DRB1_0101 with pseudo-sequence DRB1_0101. The binding affinity (normalized) is 0.695. (4) The peptide sequence is WVSATLEQDKCVTVM. The MHC is DRB1_0901 with pseudo-sequence DRB1_0901. The binding affinity (normalized) is 0.445. (5) The MHC is DRB1_0801 with pseudo-sequence DRB1_0801. The peptide sequence is NPRLCTKEEFIAKVR. The binding affinity (normalized) is 0.479.